Task: Predict the reactants needed to synthesize the given product.. Dataset: Full USPTO retrosynthesis dataset with 1.9M reactions from patents (1976-2016) (1) Given the product [CH3:1][CH:2]1[C:10]2[C:5](=[CH:6][CH:7]=[CH:8][CH:9]=2)[NH:4][CH2:3]1, predict the reactants needed to synthesize it. The reactants are: [CH3:1][C:2]1[C:10]2[C:5](=[CH:6][CH:7]=[CH:8][CH:9]=2)[NH:4][CH:3]=1.C([BH3-])#N.[Na+]. (2) Given the product [CH3:1][O:2][CH2:3][N:4]1[CH:8]=[C:7]([NH2:9])[N:6]=[N:5]1, predict the reactants needed to synthesize it. The reactants are: [CH3:1][O:2][CH2:3][N:4]1[CH:8]=[C:7]([N+:9]([O-])=O)[N:6]=[N:5]1.[Cl-].[NH4+].CO. (3) Given the product [C:34]([C:26]1[C:25]([NH:24][C:8]([C:5]2[S:6][CH2:7][CH:3]([C:2]([F:1])([F:12])[F:11])[N:4]=2)=[O:10])=[C:30]([CH3:31])[C:29]([O:32][CH3:33])=[CH:28][CH:27]=1)(=[O:36])[CH3:35], predict the reactants needed to synthesize it. The reactants are: [F:1][C:2]([F:12])([F:11])[C:3]1[N:4]=[C:5]([C:8]([OH:10])=O)[S:6][CH:7]=1.CN(C=O)C.C(Cl)(=O)C(Cl)=O.[NH2:24][C:25]1[C:30]([CH3:31])=[C:29]([O:32][CH3:33])[CH:28]=[CH:27][C:26]=1[C:34](=[O:36])[CH3:35]. (4) Given the product [Br:40][CH2:41][CH2:42][O:17][C:10]1[CH:11]=[C:12]([CH:15]=[CH:16][C:9]=1[O:8][C:7]1[CH:18]=[CH:19][CH:20]=[C:5](/[CH:4]=[CH:3]/[C:1]#[N:2])[CH:6]=1)[C:13]#[N:14], predict the reactants needed to synthesize it. The reactants are: [C:1](/[CH:3]=[CH:4]/[C:5]1[CH:6]=[C:7]([CH:18]=[CH:19][CH:20]=1)[O:8][C:9]1[CH:16]=[CH:15][C:12]([C:13]#[N:14])=[CH:11][C:10]=1[OH:17])#[N:2].C1C=CC(P(C2C=CC=CC=2)C2C=CC=CC=2)=CC=1.[Br:40][CH2:41][CH2:42]O.CC(OC(/N=N/C(OC(C)C)=O)=O)C. (5) Given the product [CH:32]1([CH2:31][O:30][C:22]2[CH:23]=[CH:24][C:25]([CH:27]([F:29])[F:28])=[CH:26][C:21]=2[C:20]2[C:15]3[NH:14][C:13]([CH3:35])=[C:12]([C:10]([NH:9][C@@H:5]4[CH2:6][C@H:7]([CH3:8])[C@@H:3]([NH:2][C:39](=[O:40])[CH2:38][O:37][CH3:36])[CH2:4]4)=[O:11])[C:16]=3[N:17]=[CH:18][N:19]=2)[CH2:34][CH2:33]1, predict the reactants needed to synthesize it. The reactants are: Cl.[NH2:2][C@@H:3]1[C@@H:7]([CH3:8])[CH2:6][C@@H:5]([NH:9][C:10]([C:12]2[C:16]3[N:17]=[CH:18][N:19]=[C:20]([C:21]4[CH:26]=[C:25]([CH:27]([F:29])[F:28])[CH:24]=[CH:23][C:22]=4[O:30][CH2:31][CH:32]4[CH2:34][CH2:33]4)[C:15]=3[NH:14][C:13]=2[CH3:35])=[O:11])[CH2:4]1.[CH3:36][O:37][CH2:38][C:39](Cl)=[O:40]. (6) Given the product [OH:20][CH:19]([CH:18]([O:8][C:5]1[CH:6]=[CH:7][C:2]([Cl:1])=[CH:3][C:4]=1[N+:9]([O-:11])=[O:10])[C:12]1[CH:13]=[CH:14][CH:15]=[CH:16][CH:17]=1)[C:21]([O:23][CH2:24][CH3:25])=[O:22], predict the reactants needed to synthesize it. The reactants are: [Cl:1][C:2]1[CH:7]=[CH:6][C:5]([OH:8])=[C:4]([N+:9]([O-:11])=[O:10])[CH:3]=1.[C:12]1([CH:18]2[O:20][CH:19]2[C:21]([O:23][CH2:24][CH3:25])=[O:22])[CH:17]=[CH:16][CH:15]=[CH:14][CH:13]=1.[H-].[Na+]. (7) Given the product [C:17]([O:16][C:14]([NH:13][C@@H:12]([C:21]([N:86]1[CH2:87][CH2:88][CH:83]([N:74]2[N:73]=[C:72]([C:66]3[CH:67]=[CH:68][C:69]([O:70][CH3:71])=[C:64]([O:63][CH3:62])[CH:65]=3)[C@@H:81]3[C@@H:76]([CH2:77][CH2:78][CH2:79][CH2:80]3)[C:75]2=[O:82])[CH2:84][CH2:85]1)=[O:23])[CH2:11][CH2:10][C:9]([O:8][CH2:1][C:2]1[CH:3]=[CH:4][CH:5]=[CH:6][CH:7]=1)=[O:24])=[O:15])([CH3:18])([CH3:19])[CH3:20], predict the reactants needed to synthesize it. The reactants are: [CH2:1]([O:8][C:9](=[O:24])[CH2:10][CH2:11][C@H:12]([C:21]([OH:23])=O)[NH:13][C:14]([O:16][C:17]([CH3:20])([CH3:19])[CH3:18])=[O:15])[C:2]1[CH:7]=[CH:6][CH:5]=[CH:4][CH:3]=1.CCN(C(C)C)C(C)C.CCOC(C(C#N)=NOC(N1CCOCC1)=[N+](C)C)=O.F[P-](F)(F)(F)(F)F.Cl.[CH3:62][O:63][C:64]1[CH:65]=[C:66]([C:72]2[C@@H:81]3[C@@H:76]([CH2:77][CH2:78][CH2:79][CH2:80]3)[C:75](=[O:82])[N:74]([CH:83]3[CH2:88][CH2:87][NH:86][CH2:85][CH2:84]3)[N:73]=2)[CH:67]=[CH:68][C:69]=1[O:70][CH3:71].C(=O)(O)[O-].[Na+]. (8) Given the product [Cl:1][C:2]1[CH:10]=[CH:9][C:8]2[N:7]([C:37]#[C:38][Si:39]([CH:40]([CH3:42])[CH3:41])([CH:46]([CH3:48])[CH3:47])[CH:43]([CH3:45])[CH3:44])[C:6]3[CH2:11][CH2:12][N:13]([CH3:15])[CH2:14][C:5]=3[C:4]=2[CH:3]=1, predict the reactants needed to synthesize it. The reactants are: [Cl:1][C:2]1[CH:10]=[CH:9][C:8]2[NH:7][C:6]3[CH2:11][CH2:12][N:13]([CH3:15])[CH2:14][C:5]=3[C:4]=2[CH:3]=1.C(=O)([O-])[O-].[K+].[K+].N1C2C(=CC=C3C=2N=CC=C3)C=CC=1.Br[C:37]#[C:38][Si:39]([CH:46]([CH3:48])[CH3:47])([CH:43]([CH3:45])[CH3:44])[CH:40]([CH3:42])[CH3:41]. (9) Given the product [F:33][C:34]1[CH:35]=[C:36]([C:2]2[CH:3]=[CH:4][C:5](/[CH:8]=[CH:9]/[CH:10]3[C:19]4[C:18](=[O:20])[CH2:17][C:16]([CH3:22])([CH3:21])[CH2:15][C:14]=4[NH:13][C:12]4[NH:23][N:24]=[CH:25][C:11]3=4)=[N:6][CH:7]=2)[CH:37]=[CH:38][C:39]=1[F:40].[CH2:27]1[CH:28]([CH2:29][C:30]([NH2:32])=[O:31])[CH2:26]1, predict the reactants needed to synthesize it. The reactants are: Br[C:2]1[CH:3]=[CH:4][C:5](/[CH:8]=[CH:9]/[CH:10]2[C:19]3[C:18](=[O:20])[CH2:17][C:16]([CH3:22])([CH3:21])[CH2:15][C:14]=3[NH:13][C:12]3[NH:23][N:24]=[CH:25][C:11]2=3)=[N:6][CH:7]=1.[CH2:26]1[CH:28]([CH2:29][C:30]([NH2:32])=[O:31])[CH2:27]1.[F:33][C:34]1[CH:35]=[C:36](B(O)O)[CH:37]=[CH:38][C:39]=1[F:40].[O-]P([O-])([O-])=O.[K+].[K+].[K+].